From a dataset of Forward reaction prediction with 1.9M reactions from USPTO patents (1976-2016). Predict the product of the given reaction. (1) Given the reactants [NH2:1][C@@H:2]([CH2:6][C:7]1[CH:12]=[CH:11][CH:10]=[CH:9][C:8]=1[CH3:13])[C:3](O)=[O:4].Cl.[O:15]([C:17]#[N:18])[K], predict the reaction product. The product is: [CH3:13][C:8]1[CH:9]=[CH:10][CH:11]=[CH:12][C:7]=1[CH2:6][C@@H:2]1[NH:1][C:17](=[O:15])[NH:18][C:3]1=[O:4]. (2) The product is: [CH3:12][N:13]([C:14]1[CH:15]=[CH:16][C:17]([NH:20][C:21]([NH:23][C:24]2[CH:29]=[CH:28][CH:27]=[CH:26][CH:25]=2)=[O:22])=[CH:18][CH:19]=1)[S:8]([C:4]1[S:5][C:6]([Cl:7])=[C:2]([Br:1])[CH:3]=1)(=[O:10])=[O:9]. Given the reactants [Br:1][C:2]1[CH:3]=[C:4]([S:8](Cl)(=[O:10])=[O:9])[S:5][C:6]=1[Cl:7].[CH3:12][NH:13][C:14]1[CH:19]=[CH:18][C:17]([NH:20][C:21]([NH:23][C:24]2[CH:29]=[CH:28][CH:27]=[CH:26][CH:25]=2)=[O:22])=[CH:16][CH:15]=1.CC1C=CC(NC(NC2C=CC=CC=2)=O)=C(N)C=1, predict the reaction product. (3) Given the reactants [H-].[Na+].C([NH:6][C:7]1[N:16]=[C:15](C2N=CNN=2)[C:14]2[C:9](=[CH:10][CH:11]=[C:12]([Br:22])[CH:13]=2)[N:8]=1)(=O)C.[CH3:23][O:24][CH2:25][CH2:26][OH:27], predict the reaction product. The product is: [NH2:6][C:7]1[N:16]=[C:15]([O:27][CH2:26][CH2:25][O:24][CH3:23])[C:14]2[C:9](=[CH:10][CH:11]=[C:12]([Br:22])[CH:13]=2)[N:8]=1. (4) The product is: [CH3:1][CH:2]1[CH2:10][C:9]2[C:4](=[CH:5][CH:6]=[CH:7][CH:8]=2)[N:3]1[CH2:25][C:27]1[CH:28]=[CH:29][C:30]([C:33]2[CH:37]=[C:36]([C:38]([NH2:40])=[O:39])[O:35][N:34]=2)=[CH:31][CH:32]=1. Given the reactants [CH3:1][CH:2]1[CH2:10][C:9]2[C:4](=[CH:5][CH:6]=[CH:7][CH:8]=2)[NH:3]1.[BH-](OC(C)=O)(OC(C)=O)OC(C)=O.[Na+].[CH:25]([C:27]1[CH:32]=[CH:31][C:30]([C:33]2[CH:37]=[C:36]([C:38]([NH2:40])=[O:39])[O:35][N:34]=2)=[CH:29][CH:28]=1)=O.C([O-])([O-])=O.[Na+].[Na+], predict the reaction product. (5) Given the reactants [C:1]1([C@H:11]([NH:13][C@H]2CCN(C3C=C(C4C=CC=CC=4)N=CN=3)C2)[CH3:12])[C:10]2[C:5](=[CH:6][CH:7]=[CH:8][CH:9]=2)[CH:4]=[CH:3][CH:2]=1.O=[C:32]1[CH2:35][N:34]([C:36]([O:38][CH2:39][C:40]2[CH:45]=[CH:44][CH:43]=[CH:42][CH:41]=2)=[O:37])[CH2:33]1.C1([C@H](N)C)C2C(=CC=CC=2)C=CC=1.S([O-])([O-])(=O)=O.[Mg+2].C(O[BH-](OC(=O)C)OC(=O)C)(=O)C.[Na+].C(=O)(O)[O-].[Na+], predict the reaction product. The product is: [C:1]1([C@H:11]([NH:13][CH:32]2[CH2:35][N:34]([C:36]([O:38][CH2:39][C:40]3[CH:45]=[CH:44][CH:43]=[CH:42][CH:41]=3)=[O:37])[CH2:33]2)[CH3:12])[C:10]2[C:5](=[CH:6][CH:7]=[CH:8][CH:9]=2)[CH:4]=[CH:3][CH:2]=1.